Dataset: Full USPTO retrosynthesis dataset with 1.9M reactions from patents (1976-2016). Task: Predict the reactants needed to synthesize the given product. (1) Given the product [Br:9][C:5]1[CH:6]=[C:7]([CH3:8])[C:2]([C:13]2[CH:14]=[CH:15][C:16]([O:18][C:19]([F:21])([F:22])[F:20])=[CH:17][C:12]=2[O:11][CH3:10])=[N:3][CH:4]=1, predict the reactants needed to synthesize it. The reactants are: Br[C:2]1[C:7]([CH3:8])=[CH:6][C:5]([Br:9])=[CH:4][N:3]=1.[CH3:10][O:11][C:12]1[CH:17]=[C:16]([O:18][C:19]([F:22])([F:21])[F:20])[CH:15]=[CH:14][C:13]=1B(O)O.O. (2) Given the product [C:11]12([NH:16][C:43]([C:42]3[CH:46]=[CH:47][C:48]([O:49][CH3:50])=[C:40]([C:38]4[CH:39]=[C:34]5[C:33]([C:58]([NH:59][CH3:60])=[O:61])=[C:32]([C:29]6[CH:28]=[CH:27][C:26]([F:25])=[CH:31][CH:30]=6)[O:57][C:35]5=[N:36][C:37]=4[NH:51][CH2:52][C:53]([F:56])([F:54])[F:55])[CH:41]=3)=[O:45])[CH2:14][CH:13]([CH2:12]1)[CH2:10]2, predict the reactants needed to synthesize it. The reactants are: CN(C(ON1N=[N:16][C:11]2[CH:12]=[CH:13][CH:14]=N[C:10]1=2)=[N+](C)C)C.F[P-](F)(F)(F)(F)F.[F:25][C:26]1[CH:31]=[CH:30][C:29]([C:32]2[O:57][C:35]3=[N:36][C:37]([NH:51][CH2:52][C:53]([F:56])([F:55])[F:54])=[C:38]([C:40]4[CH:41]=[C:42]([CH:46]=[CH:47][C:48]=4[O:49][CH3:50])[C:43]([OH:45])=O)[CH:39]=[C:34]3[C:33]=2[C:58](=[O:61])[NH:59][CH3:60])=[CH:28][CH:27]=1.C(N(C(C)C)C(C)C)C.Cl.C12(N)CC(C1)C2. (3) Given the product [F:1][C:2]([F:43])([F:42])[C:3]1[CH:4]=[C:5]([CH:35]=[C:36]([C:38]([F:41])([F:40])[F:39])[CH:37]=1)[CH2:6][N:7]([CH:8]([C:10]1[CH:15]=[C:14]([C:16]([F:19])([F:18])[F:17])[CH:13]=[CH:12][C:11]=1[N:20]([CH2:24][CH:25]1[CH2:27][CH2:26]1)[CH2:21][CH2:22][CH3:23])[CH3:9])[C:28]1[N:33]=[CH:32][C:31]([N:71]2[CH2:76][CH2:75][CH:74]([C:77]([O:79][CH2:80][CH3:81])=[O:78])[CH2:73][CH2:72]2)=[CH:30][N:29]=1, predict the reactants needed to synthesize it. The reactants are: [F:1][C:2]([F:43])([F:42])[C:3]1[CH:4]=[C:5]([CH:35]=[C:36]([C:38]([F:41])([F:40])[F:39])[CH:37]=1)[CH2:6][N:7]([C:28]1[N:33]=[CH:32][C:31](Br)=[CH:30][N:29]=1)[CH:8]([C:10]1[CH:15]=[C:14]([C:16]([F:19])([F:18])[F:17])[CH:13]=[CH:12][C:11]=1[N:20]([CH2:24][CH:25]1[CH2:27][CH2:26]1)[CH2:21][CH2:22][CH3:23])[CH3:9].CC(C)([O-])C.[Na+].C(P(C(C)(C)C)C1C=CC=CC=1C1C=CC=CC=1)(C)(C)C.[NH:71]1[CH2:76][CH2:75][CH:74]([C:77]([O:79][CH2:80][CH3:81])=[O:78])[CH2:73][CH2:72]1. (4) Given the product [CH3:33][CH:34]([CH3:70])[C@H:35]([N:40]1[CH2:48][C:47]2[C:42](=[CH:43][C:44]([C:49]3[CH:54]=[CH:53][C:52]([NH:55][C:56]([C:58]4[O:59][C:60]([C:63]5[CH:68]=[CH:67][CH:66]=[CH:65][CH:64]=5)=[CH:61][N:62]=4)=[O:57])=[CH:51][N:50]=3)=[CH:45][CH:46]=2)[C:41]1=[O:69])[C:36]([OH:38])=[O:37], predict the reactants needed to synthesize it. The reactants are: C(NC1C=CC(C2C=C3C(CN([C@@H](C(C)C)C(O)=O)C3=O)=CC=2)=CC=1)(=O)C1C=CC=CC=1.[CH3:33][CH:34]([CH3:70])[C@H:35]([N:40]1[CH2:48][C:47]2[C:42](=[CH:43][C:44]([C:49]3[CH:54]=[CH:53][C:52]([NH:55][C:56]([C:58]4[O:59][C:60]([C:63]5[CH:68]=[CH:67][CH:66]=[CH:65][CH:64]=5)=[CH:61][N:62]=4)=[O:57])=[CH:51][N:50]=3)=[CH:45][CH:46]=2)[C:41]1=[O:69])[C:36]([O:38]C)=[O:37]. (5) Given the product [Cl:13][C:14]1[CH:22]=[CH:21][C:20]([F:23])=[CH:19][C:15]=1[C:16]([NH:12][CH2:11][C:1]12[CH2:8][CH:7]3[CH2:6][CH:5]([CH2:4][CH:3]([CH2:9]3)[CH2:2]1)[CH2:10]2)=[O:17], predict the reactants needed to synthesize it. The reactants are: [C:1]12([CH2:11][NH2:12])[CH2:10][CH:5]3[CH2:6][CH:7]([CH2:9][CH:3]([CH2:4]3)[CH2:2]1)[CH2:8]2.[Cl:13][C:14]1[CH:22]=[CH:21][C:20]([F:23])=[CH:19][C:15]=1[C:16](O)=[O:17]. (6) Given the product [F:1][C:2]1[CH:3]=[CH:4][C:5]([N:8]2[C:12]([CH2:13][CH:14]([CH3:15])[CH3:16])=[CH:11][C:10]([CH:17]=[O:18])=[N:9]2)=[CH:6][CH:7]=1, predict the reactants needed to synthesize it. The reactants are: [F:1][C:2]1[CH:7]=[CH:6][C:5]([N:8]2[C:12]([CH2:13][CH:14]([CH3:16])[CH3:15])=[CH:11][C:10]([C:17](OCC)=[O:18])=[N:9]2)=[CH:4][CH:3]=1.[H-].C([Al+]CC(C)C)C(C)C.CO.Cl. (7) The reactants are: [N:1]([C:4]1[C:9]([CH:10]([CH3:12])[CH3:11])=[CH:8][CH:7]=[CH:6][C:5]=1[CH:13]([CH3:15])[CH3:14])=[C:2]=[O:3].[C:16]1([S:22]([C:25]2([CH2:30][NH2:31])[CH2:29][CH2:28][CH2:27][CH2:26]2)(=[O:24])=[O:23])[CH:21]=[CH:20][CH:19]=[CH:18][CH:17]=1. Given the product [C:16]1([S:22]([C:25]2([CH2:30][NH:31][C:2]([NH:1][C:4]3[C:5]([CH:13]([CH3:15])[CH3:14])=[CH:6][CH:7]=[CH:8][C:9]=3[CH:10]([CH3:11])[CH3:12])=[O:3])[CH2:29][CH2:28][CH2:27][CH2:26]2)(=[O:23])=[O:24])[CH:17]=[CH:18][CH:19]=[CH:20][CH:21]=1, predict the reactants needed to synthesize it.